From a dataset of Forward reaction prediction with 1.9M reactions from USPTO patents (1976-2016). Predict the product of the given reaction. (1) Given the reactants [CH2:1]([O:3][C:4]([C:6]1[C:7](OS(C(F)(F)F)(=O)=O)=[C:8]2[CH:14]=[CH:13][N:12]([CH2:15][C:16]3[CH:21]=[CH:20][C:19]([F:22])=[CH:18][CH:17]=3)[C:9]2=[CH:10][N:11]=1)=[O:5])[CH3:2].C(=O)([O-])[O-].[K+].[K+].[CH:37](NC(C)C)(C)[CH3:38], predict the reaction product. The product is: [CH2:1]([O:3][C:4]([C:6]1[C:7]([C:37]#[CH:38])=[C:8]2[CH:14]=[CH:13][N:12]([CH2:15][C:16]3[CH:21]=[CH:20][C:19]([F:22])=[CH:18][CH:17]=3)[C:9]2=[CH:10][N:11]=1)=[O:5])[CH3:2]. (2) Given the reactants [OH-].[Na+].C([O:5][C:6](=[O:28])[CH2:7][C:8]1[C:9](=[O:27])[O:10][C:11]2[C:16]([C:17]=1[C:18]1[CH:23]=[CH:22][CH:21]=[C:20]([Br:24])[CH:19]=1)=[CH:15][C:14]([CH3:25])=[C:13]([Cl:26])[CH:12]=2)C.Cl, predict the reaction product. The product is: [Br:24][C:20]1[CH:19]=[C:18]([C:17]2[C:16]3[C:11](=[CH:12][C:13]([Cl:26])=[C:14]([CH3:25])[CH:15]=3)[O:10][C:9](=[O:27])[C:8]=2[CH2:7][C:6]([OH:28])=[O:5])[CH:23]=[CH:22][CH:21]=1. (3) Given the reactants [Br:1][C:2]1[C:10]([O:11][CH3:12])=[CH:9][C:5]([C:6](O)=[O:7])=[CH:4][C:3]=1[O:13][CH3:14].CN(C)C=O.C(Cl)(=O)C([Cl:23])=O, predict the reaction product. The product is: [Br:1][C:2]1[C:10]([O:11][CH3:12])=[CH:9][C:5]([C:6]([Cl:23])=[O:7])=[CH:4][C:3]=1[O:13][CH3:14]. (4) Given the reactants [CH3:1][C:2]1[C:6]([C:7]2[C:16]3[O:15][CH2:14][C@H:13]([C:17]4[CH:22]=[CH:21][CH:20]=[CH:19][N:18]=4)[N:12]4[C:23]([CH:25]5[CH2:30][CH2:29][N:28]([C:31](OC(C)(C)C)=[O:32])[CH2:27][CH2:26]5)=[N:24][C:10]([C:11]=34)=[CH:9][CH:8]=2)=[C:5]([CH3:38])[O:4][N:3]=1.Cl.[CH2:40](N(CC)CC)C.C(Cl)(=O)C, predict the reaction product. The product is: [C:31]([N:28]1[CH2:29][CH2:30][CH:25]([C:23]2[N:12]3[C@@H:13]([C:17]4[CH:22]=[CH:21][CH:20]=[CH:19][N:18]=4)[CH2:14][O:15][C:16]4=[C:11]3[C:10](=[CH:9][CH:8]=[C:7]4[C:6]3[C:2]([CH3:1])=[N:3][O:4][C:5]=3[CH3:38])[N:24]=2)[CH2:26][CH2:27]1)(=[O:32])[CH3:40].